From a dataset of Full USPTO retrosynthesis dataset with 1.9M reactions from patents (1976-2016). Predict the reactants needed to synthesize the given product. (1) The reactants are: C[O:2][C:3]([C:5]1[C:6](Cl)=[N:7][C:8]2[C:13]([C:14]=1[C:15]1[CH:20]=[CH:19][CH:18]=[CH:17][CH:16]=1)=[CH:12][C:11]([Cl:21])=[CH:10][C:9]=2[Cl:22])=[O:4].[CH:24]([NH:27][CH3:28])([CH3:26])[CH3:25]. Given the product [Cl:21][C:11]1[CH:12]=[C:13]2[C:8](=[C:9]([Cl:22])[CH:10]=1)[N:7]=[C:6]([N:27]([CH:24]([CH3:26])[CH3:25])[CH3:28])[C:5]([C:3]([OH:2])=[O:4])=[C:14]2[C:15]1[CH:20]=[CH:19][CH:18]=[CH:17][CH:16]=1, predict the reactants needed to synthesize it. (2) Given the product [CH2:28]([C:2]1[C:10]2[C:9]([O:11][CH2:12][CH:13]([CH3:15])[CH3:14])=[N:8][CH:7]=[N:6][C:5]=2[N:4]([S:16]([C:19]2[CH:24]=[CH:23][C:22]([CH3:25])=[CH:21][CH:20]=2)(=[O:18])=[O:17])[CH:3]=1)[CH:27]=[CH2:26], predict the reactants needed to synthesize it. The reactants are: I[C:2]1[C:10]2[C:9]([O:11][CH2:12][CH:13]([CH3:15])[CH3:14])=[N:8][CH:7]=[N:6][C:5]=2[N:4]([S:16]([C:19]2[CH:24]=[CH:23][C:22]([CH3:25])=[CH:21][CH:20]=2)(=[O:18])=[O:17])[CH:3]=1.[CH2:26]([Sn](CCCC)(CCCC)CC=C)[CH2:27][CH2:28]C.Cl. (3) Given the product [CH3:26][O:27][C:2]1[N:6]([C:7]2[CH:8]=[C:9]([CH:15]=[CH:16][CH:17]=2)[C:10]([O:12][CH3:13])=[O:11])[C:5]2[CH:18]=[CH:19][C:20]([C:22]([F:23])([F:25])[F:24])=[CH:21][C:4]=2[N:3]=1, predict the reactants needed to synthesize it. The reactants are: Cl[C:2]1[N:6]([C:7]2[CH:8]=[C:9]([CH:15]=[CH:16][CH:17]=2)[C:10]([O:12][CH2:13]C)=[O:11])[C:5]2[CH:18]=[CH:19][C:20]([C:22]([F:25])([F:24])[F:23])=[CH:21][C:4]=2[N:3]=1.[CH3:26][OH:27].C[O-].[Na+]. (4) Given the product [CH:39]1([O:38][C:36](=[O:37])[NH:34][C@H:10]2[C@H:11]([CH2:13][N:14]([CH:31]([CH3:32])[CH3:33])[C:15](=[O:30])[C:16]3[CH:21]=[CH:20][C:19]([O:22][CH3:23])=[C:18]([O:24][CH2:25][CH2:26][CH2:27][O:28][CH3:29])[CH:17]=3)[CH2:12][NH:8][CH2:9]2)[CH2:44][CH2:43][CH2:42][CH2:41][CH2:40]1, predict the reactants needed to synthesize it. The reactants are: C(OC([N:8]1[CH2:12][C@@H:11]([CH2:13][N:14]([CH:31]([CH3:33])[CH3:32])[C:15](=[O:30])[C:16]2[CH:21]=[CH:20][C:19]([O:22][CH3:23])=[C:18]([O:24][CH2:25][CH2:26][CH2:27][O:28][CH3:29])[CH:17]=2)[C@H:10]([NH2:34])[CH2:9]1)=O)(C)(C)C.Cl[C:36]([O:38][CH:39]1[CH2:44][CH2:43][CH2:42][CH2:41][CH2:40]1)=[O:37].CC#N.O.CC#N. (5) Given the product [F:21][C:15]1[CH:16]=[C:17]([F:20])[CH:18]=[CH:19][C:14]=1[CH2:13][N:12]1[C:7]([C:4]2[O:5][CH:6]=[C:2]([C:35]3[CH:34]=[N:33][C:32]([O:31][CH2:29][CH3:30])=[C:37]([C:38]([F:41])([F:40])[F:39])[CH:36]=3)[CH:3]=2)=[CH:8][C:9]([C:25]([F:28])([F:27])[F:26])=[C:10]([C:23]#[N:24])[C:11]1=[O:22], predict the reactants needed to synthesize it. The reactants are: Br[C:2]1[CH:3]=[C:4]([C:7]2[N:12]([CH2:13][C:14]3[CH:19]=[CH:18][C:17]([F:20])=[CH:16][C:15]=3[F:21])[C:11](=[O:22])[C:10]([C:23]#[N:24])=[C:9]([C:25]([F:28])([F:27])[F:26])[CH:8]=2)[O:5][CH:6]=1.[CH2:29]([O:31][C:32]1[C:37]([C:38]([F:41])([F:40])[F:39])=[CH:36][C:35](B2OC(C)(C)C(C)(C)O2)=[CH:34][N:33]=1)[CH3:30].C(OC1C(C(F)(F)F)=CC(B(O)O)=CN=1)C.C(=O)([O-])[O-].[K+].[K+]. (6) Given the product [CH:1]1([CH:4]([C:11]2[CH:16]=[C:15]([O:17][CH2:18][C:19]3[CH:24]=[C:23]([O:25][CH2:26][CH:27]([CH3:29])[CH3:28])[C:22]([C:30]4[CH:35]=[C:34]([O:36][CH3:37])[CH:33]=[CH:32][C:31]=4[F:38])=[CH:21][N:20]=3)[N:14]=[CH:13][N:12]=2)[CH2:5][C:6]([OH:8])=[O:7])[CH2:2][CH2:3]1, predict the reactants needed to synthesize it. The reactants are: [CH:1]1([CH:4]([C:11]2[CH:16]=[C:15]([O:17][CH2:18][C:19]3[CH:24]=[C:23]([O:25][CH2:26][CH:27]([CH3:29])[CH3:28])[C:22]([C:30]4[CH:35]=[C:34]([O:36][CH3:37])[CH:33]=[CH:32][C:31]=4[F:38])=[CH:21][N:20]=3)[N:14]=[CH:13][N:12]=2)[CH2:5][C:6]([O:8]CC)=[O:7])[CH2:3][CH2:2]1.[OH-].[Na+].Cl. (7) Given the product [CH3:13][N:10]1[C:9]2[CH:14]=[CH:15][C:6]([C:4](=[O:5])[CH3:17])=[CH:7][C:8]=2[N:12]=[CH:11]1, predict the reactants needed to synthesize it. The reactants are: CON(C)[C:4]([C:6]1[CH:15]=[CH:14][C:9]2[N:10]([CH3:13])[CH:11]=[N:12][C:8]=2[CH:7]=1)=[O:5].[CH3:17][Mg+].[Br-].[NH4+].[Cl-]. (8) Given the product [C:30]([C:26]1[CH:27]=[C:21]([C:20]2[CH2:36][C:34](=[O:35])[NH:7][C:8]3[CH:13]=[C:12]([C:14]#[N:15])[C:11]([N:16]([CH3:17])[CH3:18])=[CH:10][C:9]=3[N:19]=2)[CH:22]=[CH:24][CH:25]=1)#[N:31], predict the reactants needed to synthesize it. The reactants are: C(OC(=O)[NH:7][C:8]1[CH:13]=[C:12]([C:14]#[N:15])[C:11]([N:16]([CH3:18])[CH3:17])=[CH:10][C:9]=1[NH:19][C:20](=O)[CH2:21][C:22]([C:24]1C=C[CH:27]=[C:26]([C:30]#[N:31])[CH:25]=1)=O)(C)(C)C.[C:34](O)([C:36](F)(F)F)=[O:35]. (9) Given the product [CH2:25]([Ge:9]([C:17]1[CH:22]=[CH:21][CH:20]=[CH:19][CH:18]=1)([C:11]1[CH:16]=[CH:15][CH:14]=[CH:13][CH:12]=1)[C:3]1[CH:8]=[CH:7][CH:6]=[CH:5][CH:4]=1)[CH:24]=[CH2:23], predict the reactants needed to synthesize it. The reactants are: N#N.[C:3]1([Ge:9]([C:17]2[CH:22]=[CH:21][CH:20]=[CH:19][CH:18]=2)([C:11]2[CH:16]=[CH:15][CH:14]=[CH:13][CH:12]=2)Cl)[CH:8]=[CH:7][CH:6]=[CH:5][CH:4]=1.[CH2:23]([Mg]Br)[CH:24]=[CH2:25]. (10) Given the product [Br:19][CH:9]([CH2:10][C:11]1[CH:12]=[CH:13][C:14]([Cl:17])=[CH:15][CH:16]=1)[C:8]([C:4]1[CH:5]=[CH:6][CH:7]=[C:2]([Cl:1])[CH:3]=1)=[O:18], predict the reactants needed to synthesize it. The reactants are: [Cl:1][C:2]1[CH:3]=[C:4]([C:8](=[O:18])[CH2:9][CH2:10][C:11]2[CH:16]=[CH:15][C:14]([Cl:17])=[CH:13][CH:12]=2)[CH:5]=[CH:6][CH:7]=1.[Br:19]Br.